Dataset: Full USPTO retrosynthesis dataset with 1.9M reactions from patents (1976-2016). Task: Predict the reactants needed to synthesize the given product. Given the product [CH2:19]([O:18][C:11]1[CH:12]=[C:13]([F:17])[C:14]([Br:16])=[CH:15][C:10]=1[CH2:9][OH:8])[C:20]1[CH:21]=[CH:22][CH:23]=[CH:24][CH:25]=1, predict the reactants needed to synthesize it. The reactants are: [H-].[Al+3].[Li+].[H-].[H-].[H-].C[O:8][C:9](=O)[C:10]1[CH:15]=[C:14]([Br:16])[C:13]([F:17])=[CH:12][C:11]=1[O:18][CH2:19][C:20]1[CH:25]=[CH:24][CH:23]=[CH:22][CH:21]=1.